From a dataset of Catalyst prediction with 721,799 reactions and 888 catalyst types from USPTO. Predict which catalyst facilitates the given reaction. Reactant: [CH3:1][N:2]1[C:10]2[C:5](=[CH:6][C:7]([C:11](OC)=[O:12])=[CH:8][CH:9]=2)[CH:4]=[C:3]1[CH3:15].O.O.O.O.O.O.O.O.O.O.S([O-])([O-])(=O)=O.[Na+].[Na+]. Product: [CH3:1][N:2]1[C:10]2[C:5](=[CH:6][C:7]([CH2:11][OH:12])=[CH:8][CH:9]=2)[CH:4]=[C:3]1[CH3:15]. The catalyst class is: 1.